Task: Predict the reactants needed to synthesize the given product.. Dataset: Full USPTO retrosynthesis dataset with 1.9M reactions from patents (1976-2016) Given the product [CH2:1]([O:8][C:9]1[C:14](=[O:15])[C:13]([CH:28]2[CH2:30][CH2:29]2)=[CH:12][N:11]([C:17]2[CH:22]=[CH:21][C:20]([CH2:23][CH2:24][CH2:25][CH3:26])=[CH:19][CH:18]=2)[CH:10]=1)[C:2]1[CH:7]=[CH:6][CH:5]=[CH:4][CH:3]=1, predict the reactants needed to synthesize it. The reactants are: [CH2:1]([O:8][C:9]1[C:14](=[O:15])[C:13](Br)=[CH:12][N:11]([C:17]2[CH:22]=[CH:21][C:20]([CH2:23][CH2:24][CH2:25][CH3:26])=[CH:19][CH:18]=2)[CH:10]=1)[C:2]1[CH:7]=[CH:6][CH:5]=[CH:4][CH:3]=1.[Br-].[CH:28]1([Zn+])[CH2:30][CH2:29]1.